Dataset: Forward reaction prediction with 1.9M reactions from USPTO patents (1976-2016). Task: Predict the product of the given reaction. Given the reactants [N:1]1[C:10]2[C:5](=[CH:6][CH:7]=[CH:8][CH:9]=2)[CH:4]=[C:3]([C:11]([NH2:13])=[NH:12])[CH:2]=1.[C:14]([CH2:19][C:20](OCC)=[O:21])(=O)[CH2:15][CH2:16][CH3:17].[O-]CC.[Na+], predict the reaction product. The product is: [CH2:15]([C:14]1[N:13]=[C:11]([C:3]2[CH:2]=[N:1][C:10]3[C:5]([CH:4]=2)=[CH:6][CH:7]=[CH:8][CH:9]=3)[NH:12][C:20](=[O:21])[CH:19]=1)[CH2:16][CH3:17].